Predict the product of the given reaction. From a dataset of Forward reaction prediction with 1.9M reactions from USPTO patents (1976-2016). The product is: [ClH:16].[CH3:14][C@@H:12]1[CH2:13][NH:8][CH2:9][C@@H:10]([OH:15])[CH2:11]1. Given the reactants C([N:8]1[CH2:13][C@@H:12]([CH3:14])[CH2:11][C:10](=[O:15])[CH2:9]1)C1C=CC=CC=1.[ClH:16].[H][H], predict the reaction product.